Predict the reaction yield, written as a fraction of the theoretical maximum amount of product (1.0 means a 100% yield; for example, 0.34 means a 34% yield). From a dataset of Reaction yield outcomes from USPTO patents with 853,638 reactions. The reactants are Cl[C:2]1[N:3]=[N+:4]([O-:12])[C:5]2[CH:11]=[CH:10][CH:9]=[CH:8][C:6]=2[N:7]=1.[NH2:13][CH2:14][CH2:15][CH2:16][N:17]([CH3:22])[CH2:18][CH2:19][CH2:20][NH2:21].CCN(CC)CC.[F:30][C:31]([F:38])([F:37])[C:32](OCC)=[O:33].O. The catalyst is C(Cl)Cl. The product is [F:30][C:31]([F:38])([F:37])[C:32]([NH:13][CH2:14][CH2:15][CH2:16][N:17]([CH3:22])[CH2:18][CH2:19][CH2:20][NH:21][C:2]1[N:3]=[N+:4]([O-:12])[C:5]2[CH:11]=[CH:10][CH:9]=[CH:8][C:6]=2[N:7]=1)=[O:33]. The yield is 0.430.